From a dataset of Full USPTO retrosynthesis dataset with 1.9M reactions from patents (1976-2016). Predict the reactants needed to synthesize the given product. (1) Given the product [Br:1][CH:2]([CH3:6])[C:3]([NH:17][O:16][CH2:9][C:10]1[CH:15]=[CH:14][CH:13]=[CH:12][CH:11]=1)=[O:4], predict the reactants needed to synthesize it. The reactants are: [Br:1][C:2](C)([CH3:6])[C:3](Br)=[O:4].Cl.[CH2:9]([O:16][NH2:17])[C:10]1[CH:15]=[CH:14][CH:13]=[CH:12][CH:11]=1. (2) Given the product [NH2:24][C:4]1[CH:3]=[C:2]([F:1])[C:22]([F:23])=[CH:21][C:5]=1[NH:6][C:7]1[S:11][C:10]2[CH:12]=[CH:13][CH:14]=[CH:15][C:9]=2[C:8]=1[C:16]([O:18][CH2:19][CH3:20])=[O:17], predict the reactants needed to synthesize it. The reactants are: [F:1][C:2]1[C:22]([F:23])=[CH:21][C:5]([NH:6][C:7]2[S:11][C:10]3[CH:12]=[CH:13][CH:14]=[CH:15][C:9]=3[C:8]=2[C:16]([O:18][CH2:19][CH3:20])=[O:17])=[C:4]([N+:24]([O-])=O)[CH:3]=1.[H][H]. (3) Given the product [CH3:15][O:14][CH2:13][CH2:12][O:1][C:2]1[CH:3]=[C:4]([CH:7]=[CH:8][C:9]=1[O:10][CH2:22][CH2:23][O:19][CH3:16])[CH:5]=[O:6], predict the reactants needed to synthesize it. The reactants are: [OH:1][C:2]1[CH:3]=[C:4]([CH:7]=[CH:8][C:9]=1[OH:10])[CH:5]=[O:6].I[CH2:12][CH2:13][O:14][CH3:15].[C:16](=[O:19])([O-])[O-].[K+].[K+].[CH3:22][C:23](C)=O. (4) Given the product [C:1]([C:5]1[CH:35]=[CH:34][C:8]([CH2:9][S:10][C:11]2[O:12][C:13]3[C:18]([C:19](=[O:22])[C:20]=2[CH3:21])=[C:17]([F:36])[CH:16]=[CH:15][CH:14]=3)=[CH:7][CH:6]=1)([CH3:4])([CH3:3])[CH3:2], predict the reactants needed to synthesize it. The reactants are: [C:1]([C:5]1[CH:35]=[CH:34][C:8]([CH2:9][S:10][C:11]2[O:12][C:13]3[C:18]([C:19](=[O:22])[C:20]=2[CH3:21])=[C:17](OS(C2C=CC(C)=CC=2)(=O)=O)[CH:16]=[CH:15][CH:14]=3)=[CH:7][CH:6]=1)([CH3:4])([CH3:3])[CH3:2].[F-:36].[K+]. (5) Given the product [CH3:1][C@@H:2]([CH2:7][C@H:8]([C@@H:10]1[C@:27]2([CH3:28])[C@H:13]([C@H:14]3[C@H:24]([CH2:25][CH2:26]2)[C@:22]2([CH3:23])[C@@H:17]([CH2:18][C@H:19]([OH:29])[CH2:20][CH2:21]2)[CH2:16][C@H:15]3[OH:30])[CH2:12][CH2:11]1)[CH3:9])[C:3]([OH:5])=[O:4].[CH3:1][C@H:2]([CH2:7][C@H:8]([C@@H:10]1[C@:27]2([CH3:28])[C@H:13]([C@H:14]3[C@H:24]([CH2:25][CH2:26]2)[C@:22]2([CH3:23])[C@@H:17]([CH2:18][C@H:19]([OH:29])[CH2:20][CH2:21]2)[CH2:16][C@H:15]3[OH:30])[CH2:12][CH2:11]1)[CH3:9])[C:3]([OH:5])=[O:4], predict the reactants needed to synthesize it. The reactants are: [CH3:1][CH:2]([CH2:7][C@H:8]([C@@H:10]1[C@:27]2([CH3:28])[C@H:13]([C@H:14]3[C@H:24]([CH2:25][CH2:26]2)[C@:22]2([CH3:23])[C@@H:17]([CH2:18][C@H:19]([OH:29])[CH2:20][CH2:21]2)[CH2:16][C@H:15]3[OH:30])[CH2:12][CH2:11]1)[CH3:9])[C:3]([O:5]C)=[O:4].[OH-].[Na+].Cl. (6) Given the product [CH3:1][C@H:2]1[CH2:7][O:6][CH2:5][CH2:4][N:3]1[C:8]1[N:21]=[C:12]([NH:13][C:28](=[O:29])[C:27]2[CH:31]=[CH:32][C:24]([O:23][CH3:22])=[CH:25][CH:26]=2)[CH:11]=[C:10]([N:14]2[CH2:19][CH2:18][O:17][CH2:16][C@@H:15]2[CH3:20])[N:9]=1, predict the reactants needed to synthesize it. The reactants are: [CH3:1][C@H:2]1[CH2:7][O:6][CH2:5][CH2:4][N:3]1[C:8]1([NH2:21])[N:13]=[CH:12][CH:11]=[C:10]([N:14]2[CH2:19][CH2:18][O:17][CH2:16][C@@H:15]2[CH3:20])[NH:9]1.[CH3:22][O:23][C:24]1[CH:32]=[CH:31][C:27]([C:28](Cl)=[O:29])=[CH:26][CH:25]=1. (7) Given the product [CH:18]1([N:13]2[C:12]([C:35]3[CH:36]=[CH:37][C:32]([C:30]#[N:31])=[CH:33][CH:34]=3)=[C:11]3[C:15]([CH2:16][CH2:17][NH:8][CH2:9][CH2:10]3)=[N:14]2)[CH2:19][CH2:20][CH2:21]1, predict the reactants needed to synthesize it. The reactants are: C(OC([N:8]1[CH2:17][CH2:16][C:15]2[C:11](=[C:12](OS(C(F)(F)F)(=O)=O)[N:13]([CH:18]3[CH2:21][CH2:20][CH2:19]3)[N:14]=2)[CH2:10][CH2:9]1)=O)(C)(C)C.[C:30]([C:32]1[CH:37]=[CH:36][C:35](B(O)O)=[CH:34][CH:33]=1)#[N:31].